This data is from Catalyst prediction with 721,799 reactions and 888 catalyst types from USPTO. The task is: Predict which catalyst facilitates the given reaction. Product: [F:1][C:2]1[CH:7]=[C:6]([F:8])[CH:5]=[CH:4][C:3]=1[CH2:9][CH2:10][CH2:11][N:12]1[CH2:20][C:19]2[C:14](=[CH:15][CH:16]=[CH:17][CH:18]=2)[C:13]1=[O:21]. Reactant: [F:1][C:2]1[CH:7]=[C:6]([F:8])[CH:5]=[CH:4][C:3]=1[C:9]#[C:10][CH2:11][N:12]1[CH2:20][C:19]2[C:14](=[CH:15][CH:16]=[CH:17][CH:18]=2)[C:13]1=[O:21].[H][H]. The catalyst class is: 50.